Dataset: Reaction yield outcomes from USPTO patents with 853,638 reactions. Task: Predict the reaction yield, written as a fraction of the theoretical maximum amount of product (1.0 means a 100% yield; for example, 0.34 means a 34% yield). (1) The reactants are Br[C:2]1[N:7]=[C:6]([C:8]([OH:10])=[O:9])[CH:5]=[CH:4][CH:3]=1.[F:11][C:12]1[CH:17]=[CH:16][CH:15]=[C:14]([F:18])[C:13]=1B(O)O. The catalyst is C1C=CC(P(C2C=CC=CC=2)[C-]2C=CC=C2)=CC=1.C1C=CC(P(C2C=CC=CC=2)[C-]2C=CC=C2)=CC=1.Cl[Pd]Cl.[Fe+2].C(Cl)Cl. The product is [F:11][C:12]1[CH:17]=[CH:16][CH:15]=[C:14]([F:18])[C:13]=1[C:2]1[N:7]=[C:6]([C:8]([OH:10])=[O:9])[CH:5]=[CH:4][CH:3]=1. The yield is 0.380. (2) The reactants are [CH:1]1([C:4]2[CH:23]=[CH:22][CH:21]=[CH:20][C:5]=2[CH2:6][N:7]2[C:12]3[N:13]=[C:14]([S:17][CH3:18])[N:15]=[CH:16][C:11]=3[CH:10]=[CH:9][C:8]2=[O:19])[CH2:3][CH2:2]1.ClC1C=CC=C(C(OO)=[O:32])C=1. The catalyst is ClCCl. The product is [CH:1]1([C:4]2[CH:23]=[CH:22][CH:21]=[CH:20][C:5]=2[CH2:6][N:7]2[C:12]3[N:13]=[C:14]([S:17]([CH3:18])=[O:32])[N:15]=[CH:16][C:11]=3[CH:10]=[CH:9][C:8]2=[O:19])[CH2:3][CH2:2]1. The yield is 0.850. (3) The reactants are C[Al](C)C.[CH:5]([NH2:8])([CH3:7])[CH3:6].C[O:10][C:11](=O)[C:12]1[CH:17]=[CH:16][C:15]([O:18][CH2:19][C:20]2[C:21]([C:29]3[CH:34]=[CH:33][CH:32]=[CH:31][CH:30]=3)=[N:22][O:23][C:24]=2[C:25]([F:28])([F:27])[F:26])=[N:14][CH:13]=1.O. The catalyst is O1CCOCC1. The product is [CH:5]([NH:8][C:11](=[O:10])[C:12]1[CH:17]=[CH:16][C:15]([O:18][CH2:19][C:20]2[C:21]([C:29]3[CH:34]=[CH:33][CH:32]=[CH:31][CH:30]=3)=[N:22][O:23][C:24]=2[C:25]([F:28])([F:27])[F:26])=[N:14][CH:13]=1)([CH3:7])[CH3:6]. The yield is 0.950. (4) The reactants are [NH2:1][C:2]1[CH:3]=[CH:4][C:5]([C:8]#[N:9])=[N:6][CH:7]=1.[CH3:10][S:11](Cl)(=[O:13])=[O:12]. The catalyst is N1C=CC=CC=1. The product is [CH3:10][S:11]([NH:1][C:2]1[CH:7]=[N:6][C:5]([C:8]#[N:9])=[CH:4][CH:3]=1)(=[O:13])=[O:12]. The yield is 0.770. (5) The reactants are [Br:1][C:2]1[CH:3]=[C:4]([C:9]([O:11][CH3:12])=[O:10])[CH:5]=[N:6][C:7]=1[OH:8].O[CH2:14][CH2:15][C:16]([O:18][C:19]([CH3:22])([CH3:21])[CH3:20])=[O:17].C1(P(C2C=CC=CC=2)C2C=CC=CC=2)C=CC=CC=1.N(C(OCC)=O)=NC(OCC)=O. The catalyst is O1CCCC1. The product is [Br:1][C:2]1[CH:3]=[C:4]([C:9]([O:11][CH3:12])=[O:10])[CH:5]=[N:6][C:7]=1[O:8][CH2:14][CH2:15][C:16]([O:18][C:19]([CH3:22])([CH3:21])[CH3:20])=[O:17]. The yield is 0.460.